From a dataset of Full USPTO retrosynthesis dataset with 1.9M reactions from patents (1976-2016). Predict the reactants needed to synthesize the given product. (1) Given the product [CH3:50][C:16]1([CH3:49])[NH:15][CH2:20][CH2:19][N:18]([CH2:21][C:22]2[N:23]([CH3:48])[C:24]3[C:29]([N:30]=2)=[C:28]([N:31]2[CH2:36][CH2:35][O:34][CH2:33][CH2:32]2)[N:27]=[C:26]([N:37]2[C:41]4[CH:42]=[CH:43][CH:44]=[CH:45][C:40]=4[N:39]=[C:38]2[CH2:46][CH3:47])[N:25]=3)[CH2:17]1, predict the reactants needed to synthesize it. The reactants are: C(O)(C(F)(F)F)=O.C(OC([N:15]1[CH2:20][CH2:19][N:18]([CH2:21][C:22]2[N:23]([CH3:48])[C:24]3[C:29]([N:30]=2)=[C:28]([N:31]2[CH2:36][CH2:35][O:34][CH2:33][CH2:32]2)[N:27]=[C:26]([N:37]2[C:41]4[CH:42]=[CH:43][CH:44]=[CH:45][C:40]=4[N:39]=[C:38]2[CH2:46][CH3:47])[N:25]=3)[CH2:17][C:16]1([CH3:50])[CH3:49])=O)(C)(C)C. (2) Given the product [CH2:18]([N:8]1[CH:7]=[N:6][C:5]2[C:9]1=[N:10][C:2]([Cl:1])=[N:3][C:4]=2[N:11]1[CH2:12][CH2:13][O:14][CH2:15][CH2:16]1)[C:19]1[CH:24]=[CH:23][CH:22]=[CH:21][CH:20]=1, predict the reactants needed to synthesize it. The reactants are: [Cl:1][C:2]1[N:10]=[C:9]2[C:5]([N:6]=[CH:7][NH:8]2)=[C:4]([N:11]2[CH2:16][CH2:15][O:14][CH2:13][CH2:12]2)[N:3]=1.Br[CH2:18][C:19]1[CH:24]=[CH:23][CH:22]=[CH:21][CH:20]=1. (3) Given the product [N+:23](/[C:9](=[CH:10]/[CH2:11][CH2:12][CH2:13][CH2:14][CH2:15][CH2:16][CH2:17][CH2:18][CH2:19][CH3:20])/[CH2:8][CH2:7][CH2:6][CH2:5][CH2:4][CH2:3][CH2:2][C:1]([OH:22])=[O:21])([O-:25])=[O:24], predict the reactants needed to synthesize it. The reactants are: [C:1]([OH:22])(=[O:21])[CH2:2][CH2:3][CH2:4][CH2:5][CH2:6][CH2:7][CH2:8]/[CH:9]=[CH:10]\[CH2:11][CH2:12][CH2:13][CH2:14][CH2:15][CH2:16][CH2:17][CH2:18][CH2:19][CH3:20].[N+:23](/C(/CCCCCCCCCC)=C/CCCCCCCC(O)=O)([O-:25])=[O:24]. (4) Given the product [Cl:27][C:14]1[CH:13]=[C:12](/[C:4](=[CH:5]\[CH:6]2[CH2:11][CH2:10][CH2:9][CH2:8][CH2:7]2)/[C:3]([OH:28])=[O:2])[CH:17]=[CH:16][C:15]=1[N:18]1[C:22]([C:23]([F:26])([F:24])[F:25])=[N:21][N:20]=[N:19]1, predict the reactants needed to synthesize it. The reactants are: C[O:2][C:3](=[O:28])/[C:4](/[C:12]1[CH:17]=[CH:16][C:15]([N:18]2[C:22]([C:23]([F:26])([F:25])[F:24])=[N:21][N:20]=[N:19]2)=[C:14]([Cl:27])[CH:13]=1)=[CH:5]/[CH:6]1[CH2:11][CH2:10][CH2:9][CH2:8][CH2:7]1.[OH-].[Na+].